Task: Predict which catalyst facilitates the given reaction.. Dataset: Catalyst prediction with 721,799 reactions and 888 catalyst types from USPTO (1) Reactant: Br[CH2:2][C:3]1[C:8]([CH3:9])=[CH:7][CH:6]=[CH:5][C:4]=1[N:10]1[C:14](=[O:15])[N:13]([CH3:16])[N:12]=[N:11]1.[CH3:17][C:18]1[CH:23]=[C:22]([C:24]2[CH:28]=[C:27]([C:29]([F:32])([F:31])[F:30])[N:26]([CH3:33])[N:25]=2)[CH:21]=[CH:20][C:19]=1[OH:34].C(=O)([O-])[O-].[K+].[K+]. Product: [CH3:9][C:8]1[C:3]([CH2:2][O:34][C:19]2[CH:20]=[CH:21][C:22]([C:24]3[CH:28]=[C:27]([C:29]([F:32])([F:31])[F:30])[N:26]([CH3:33])[N:25]=3)=[CH:23][C:18]=2[CH3:17])=[C:4]([N:10]2[C:14](=[O:15])[N:13]([CH3:16])[N:12]=[N:11]2)[CH:5]=[CH:6][CH:7]=1. The catalyst class is: 10. (2) Reactant: [CH3:1][C:2]([C:5]1[CH:6]=[C:7](SC(S[C:7]2[CH:8]=[C:9]([C:12]([CH3:15])([CH3:14])[CH3:13])[C:10]([OH:11])=[C:5]([C:2]([CH3:1])([CH3:3])[CH3:4])[CH:6]=2)(C)C)[CH:8]=[C:9]([C:12]([CH3:15])([CH3:14])[CH3:13])[C:10]=1[OH:11])([CH3:4])[CH3:3].[H-].[Na+].[Cl-]. Product: [C:12]([C:9]1[CH:8]=[CH:7][CH:6]=[C:5]([C:2]([CH3:4])([CH3:3])[CH3:1])[C:10]=1[OH:11])([CH3:15])([CH3:14])[CH3:13]. The catalyst class is: 1. (3) Reactant: [C:1]1([CH3:18])[CH:6]=[CH:5][C:4]([C:7]2[S:11][C:10]([CH:12]3[CH2:14][CH2:13]3)=[N:9][C:8]=2[C:15]([OH:17])=O)=[CH:3][CH:2]=1.CCN(C(C)C)C(C)C.Cl.[NH:29]1[CH2:34][CH2:33][CH2:32][CH2:31][C@H:30]1[CH2:35][NH:36][C:37]([C:39]1[N:46]2[C:42]([S:43][CH:44]=[CH:45]2)=[N:41][C:40]=1[CH3:47])=[O:38]. Product: [CH:12]1([C:10]2[S:11][C:7]([C:4]3[CH:3]=[CH:2][C:1]([CH3:18])=[CH:6][CH:5]=3)=[C:8]([C:15]([N:29]3[CH2:34][CH2:33][CH2:32][CH2:31][C@H:30]3[CH2:35][NH:36][C:37]([C:39]3[N:46]4[C:42]([S:43][CH:44]=[CH:45]4)=[N:41][C:40]=3[CH3:47])=[O:38])=[O:17])[N:9]=2)[CH2:13][CH2:14]1. The catalyst class is: 2. (4) Reactant: [C:1]([N:4]1[CH2:9][CH2:8][C:7]([C:11]2[CH:16]=[CH:15][C:14]([NH:17][C:18]([C:20]3[NH:21][CH:22]=[C:23]([C:25]#[N:26])[N:24]=3)=[O:19])=[C:13]([C:27]3[CH2:32][CH2:31][C:30]([CH3:34])([CH3:33])[CH2:29][CH:28]=3)[CH:12]=2)(O)[CH2:6][CH2:5]1)(=[O:3])[CH3:2].[N-:35]=[N+:36]=[N-:37].[Na+].C(O)(C(F)(F)F)=O.CCOC(C)=O. Product: [C:1]([N:4]1[CH2:9][CH2:8][C:7]([C:11]2[CH:16]=[CH:15][C:14]([NH:17][C:18]([C:20]3[NH:21][CH:22]=[C:23]([C:25]#[N:26])[N:24]=3)=[O:19])=[C:13]([C:27]3[CH2:32][CH2:31][C:30]([CH3:34])([CH3:33])[CH2:29][CH:28]=3)[CH:12]=2)([N:35]=[N+:36]=[N-:37])[CH2:6][CH2:5]1)(=[O:3])[CH3:2]. The catalyst class is: 2. (5) Reactant: [CH3:1][O:2][C:3](=[O:23])[C:4]1[CH:9]=[CH:8][CH:7]=[CH:6][C:5]=1[NH:10][S:11]([C:14]1[CH:19]=[CH:18][C:17]([N+:20]([O-])=O)=[CH:16][CH:15]=1)(=[O:13])=[O:12].[H][H]. Product: [CH3:1][O:2][C:3](=[O:23])[C:4]1[CH:9]=[CH:8][CH:7]=[CH:6][C:5]=1[NH:10][S:11]([C:14]1[CH:19]=[CH:18][C:17]([NH2:20])=[CH:16][CH:15]=1)(=[O:12])=[O:13]. The catalyst class is: 29.